Dataset: Acute oral toxicity (LD50) regression data from Zhu et al.. Task: Regression/Classification. Given a drug SMILES string, predict its toxicity properties. Task type varies by dataset: regression for continuous values (e.g., LD50, hERG inhibition percentage) or binary classification for toxic/non-toxic outcomes (e.g., AMES mutagenicity, cardiotoxicity, hepatotoxicity). Dataset: ld50_zhu. (1) The drug is CCC(Cl)(CC)C(=O)OCC(Cl)(Cl)Cl. The rat oral LD50 is 2.15, given as -log10 of the dose in mol/kg body weight (higher means more acutely toxic). (2) The rat oral LD50 is 2.26, given as -log10 of the dose in mol/kg body weight (higher means more acutely toxic). The drug is CC(=C(CCO)SSCC1CCCO1)N(C=O)Cc1cnc(C)nc1N.